From a dataset of Forward reaction prediction with 1.9M reactions from USPTO patents (1976-2016). Predict the product of the given reaction. (1) The product is: [ClH:1].[Cl:1][C:2]1[CH:3]=[C:4]([S:8]([C:11]2[S:15][C:14]([CH2:16][NH:17][CH3:18])=[N:13][C:12]=2[C:26]2[C:27]([F:32])=[N:28][CH:29]=[CH:30][CH:31]=2)(=[O:9])=[O:10])[CH:5]=[CH:6][CH:7]=1. Given the reactants [Cl:1][C:2]1[CH:3]=[C:4]([S:8]([C:11]2[S:15][C:14]([CH2:16][N:17](C)[C:18](=O)OC(C)(C)C)=[N:13][C:12]=2[C:26]2[C:27]([F:32])=[N:28][CH:29]=[CH:30][CH:31]=2)(=[O:10])=[O:9])[CH:5]=[CH:6][CH:7]=1.C(OCC)(=O)C.Cl, predict the reaction product. (2) Given the reactants [F:1][C:2]1[CH:3]=[C:4]([CH:7]=[C:8]([N:10]2[CH2:15][CH:14]([CH3:16])[C:13]3N=C(C4C=CC=CN=4)O[C:12]=3[CH2:11]2)[CH:9]=1)[C:5]#[N:6].OC1C([NH:33][C:34](=[O:41])[C:35]2[CH:40]=[CH:39][CH:38]=[CH:37][N:36]=2)C(C)CN(C(OCC2C=CC=CC=2)=O)C1, predict the reaction product. The product is: [F:1][C:2]1[CH:3]=[C:4]([CH:7]=[C:8]([N:10]2[CH2:15][CH:14]([CH3:16])[C:13]3[O:41][C:34]([C:35]4[CH:40]=[CH:39][CH:38]=[CH:37][N:36]=4)=[N:33][C:12]=3[CH2:11]2)[CH:9]=1)[C:5]#[N:6]. (3) Given the reactants C[O:2][C:3]1[C:8]2=[CH:9][CH:10]=[C:11]3[C:16]([O:15][CH2:14][C:13]4[CH:17]=[C:18]([O:21]C)[CH:19]=[CH:20][C:12]3=4)=[C:7]2[CH:6]=[CH:5][CH:4]=1.Cl.N1C=CC=CC=1, predict the reaction product. The product is: [C:3]1([OH:2])[CH:4]=[CH:5][CH:6]=[C:7]2[C:16]3[O:15][CH2:14][C:13]4[CH:17]=[C:18]([OH:21])[CH:19]=[CH:20][C:12]=4[C:11]=3[CH:10]=[CH:9][C:8]=12. (4) Given the reactants [CH2:1]([O:8][C:9]1[CH:10]=[C:11]2[C:16](=[CH:17][CH:18]=1)[C:15](=[O:19])[N:14]([CH2:20][CH:21]([CH3:23])[CH3:22])[C:13]([C:24]([O:26][C:27]([CH3:30])([CH3:29])[CH3:28])=[O:25])=[C:12]2[OH:31])[C:2]1[CH:7]=[CH:6][CH:5]=[CH:4][CH:3]=1.[H-].[Na+].C1C=CC(N([S:41]([C:44]([F:47])([F:46])[F:45])(=[O:43])=[O:42])[S:41]([C:44]([F:47])([F:46])[F:45])(=[O:43])=[O:42])=CC=1.O, predict the reaction product. The product is: [CH2:1]([O:8][C:9]1[CH:10]=[C:11]2[C:16](=[CH:17][CH:18]=1)[C:15](=[O:19])[N:14]([CH2:20][CH:21]([CH3:23])[CH3:22])[C:13]([C:24]([O:26][C:27]([CH3:29])([CH3:28])[CH3:30])=[O:25])=[C:12]2[O:31][S:41]([C:44]([F:47])([F:46])[F:45])(=[O:43])=[O:42])[C:2]1[CH:7]=[CH:6][CH:5]=[CH:4][CH:3]=1. (5) The product is: [CH2:4]([OH:3])[C@@H:5]([C@H:7]([C@@H:9]([CH2:11][OH:12])[OH:10])[OH:8])[OH:6]. Given the reactants [OH-].[Na+].[O:3]=[CH:4][C@@H:5]([C@H:7]([C@@H:9]([CH2:11][OH:12])[OH:10])[OH:8])[OH:6], predict the reaction product. (6) Given the reactants [Br:1][C:2]1[CH:10]=[C:9]2[C:5]([C:6](=O)[C:7](=[O:11])[NH:8]2)=[CH:4][CH:3]=1.[CH3:13][CH:14]([NH2:16])[CH3:15].B(F)(F)F.[CH3:21]COCC.C[Mg+].[Br-], predict the reaction product. The product is: [Br:1][C:2]1[CH:10]=[C:9]2[C:5]([C:6]([NH:16][CH:14]([CH3:15])[CH3:13])([CH3:21])[C:7](=[O:11])[NH:8]2)=[CH:4][CH:3]=1. (7) Given the reactants Br[C:2]1[CH:3]=[C:4]2[C:8](=[C:9]([CH3:11])[CH:10]=1)[NH:7][C:6]1[N:12]=[CH:13][C:14]([CH3:16])=[CH:15][C:5]2=1.[CH3:17][N:18]1CCCC1=O.N.C(OCC)(=O)C, predict the reaction product. The product is: [CH3:16][C:14]1[CH:13]=[N:12][C:6]2[NH:7][C:8]3[C:4]([C:5]=2[CH:15]=1)=[CH:3][C:2]([C:17]#[N:18])=[CH:10][C:9]=3[CH3:11].